Dataset: Catalyst prediction with 721,799 reactions and 888 catalyst types from USPTO. Task: Predict which catalyst facilitates the given reaction. (1) Reactant: [CH2:1]([O:8][C:9]1[C:14]([CH3:15])=[C:13]([CH3:16])[C:12]([O:17][CH2:18][C:19]2[CH:24]=[CH:23][CH:22]=[CH:21][CH:20]=2)=[C:11]([CH3:25])[C:10]=1[CH2:26][CH2:27][CH2:28][CH:29]=[O:30])[C:2]1[CH:7]=[CH:6][CH:5]=[CH:4][CH:3]=1.[OH:31]OS([O-])=O.[K+].Cl.C(OC(C)C)(=O)C. Product: [CH2:1]([O:8][C:9]1[C:14]([CH3:15])=[C:13]([CH3:16])[C:12]([O:17][CH2:18][C:19]2[CH:24]=[CH:23][CH:22]=[CH:21][CH:20]=2)=[C:11]([CH3:25])[C:10]=1[CH2:26][CH2:27][CH2:28][C:29]([OH:31])=[O:30])[C:2]1[CH:3]=[CH:4][CH:5]=[CH:6][CH:7]=1. The catalyst class is: 3. (2) The catalyst class is: 1. Product: [O:1]1[CH:5]=[CH:4][CH:3]=[C:2]1[C:6]1([NH:9][C:15](=[O:16])[O:14][C:11]([CH3:13])([CH3:12])[CH3:10])[CH2:8][CH2:7]1. Reactant: [O:1]1[CH:5]=[CH:4][CH:3]=[C:2]1[C:6]1([NH2:9])[CH2:8][CH2:7]1.[CH3:10][C:11]([O:14][C:15](O[C:15]([O:14][C:11]([CH3:13])([CH3:12])[CH3:10])=[O:16])=[O:16])([CH3:13])[CH3:12].